From a dataset of Retrosynthesis with 50K atom-mapped reactions and 10 reaction types from USPTO. Predict the reactants needed to synthesize the given product. (1) Given the product CCOc1ccccc1N, predict the reactants needed to synthesize it. The reactants are: CCOc1ccccc1NC(=O)OC(C)(C)C. (2) Given the product COc1ccc(-c2nc(Nc3cc(C)[nH]n3)cc3ccccc23)cc1, predict the reactants needed to synthesize it. The reactants are: COc1ccc(B(O)O)cc1.Cc1cc(Nc2cc3ccccc3c(Cl)n2)n[nH]1. (3) Given the product CCOc1cc(CN2CCC(Nc3cc(C)nc(N)n3)CC2)ccc1OC, predict the reactants needed to synthesize it. The reactants are: CCOc1cc(CN2CCC(N)CC2)ccc1OC.Cc1cc(Cl)nc(N)n1. (4) Given the product CC[C@H](NC(=O)[C@H](Cc1ccccc1Cl)NC(c1ccccc1)C(F)(F)F)C(O)c1nc2ccccc2o1, predict the reactants needed to synthesize it. The reactants are: CC[C@H](N)C(O)c1nc2ccccc2o1.O=C(O)[C@H](Cc1ccccc1Cl)NC(c1ccccc1)C(F)(F)F. (5) Given the product COc1cc(NC(=O)Nc2ccc(-c3c(C(N)=O)[nH]c4cnccc34)cc2)cc(OC)c1, predict the reactants needed to synthesize it. The reactants are: COc1cc(N=C=O)cc(OC)c1.NC(=O)c1[nH]c2cnccc2c1-c1ccc(N)cc1. (6) Given the product Cc1c(F)cncc1B1OC(C)(C)C(C)(C)O1, predict the reactants needed to synthesize it. The reactants are: Cc1c(B2OC(C)(C)C(C)(C)O2)cnc(Cl)c1F. (7) Given the product O=C(O)CNc1ncnc2c1cnn2-c1ccccc1Cl, predict the reactants needed to synthesize it. The reactants are: Clc1ccccc1-n1ncc2c(Cl)ncnc21.NCC(=O)O.